Dataset: Catalyst prediction with 721,799 reactions and 888 catalyst types from USPTO. Task: Predict which catalyst facilitates the given reaction. (1) Reactant: [Br:1][C:2]1[CH:7]=[CH:6][C:5]([CH2:8][C:9](Cl)=[O:10])=[C:4]([F:12])[CH:3]=1.[OH-].[NH4+:14]. Product: [Br:1][C:2]1[CH:7]=[CH:6][C:5]([CH2:8][C:9]([NH2:14])=[O:10])=[C:4]([F:12])[CH:3]=1. The catalyst class is: 1. (2) Reactant: [CH2:1]([O:3][C:4]1[CH:13]=[C:12]2[C:7]([CH:8]=[CH:9][CH:10]=[C:11]2[NH:14]C(=O)OC(C)(C)C)=[CH:6][CH:5]=1)[CH3:2].Cl.C(OC(C)C)(C)C. Product: [CH2:1]([O:3][C:4]1[CH:13]=[C:12]2[C:7]([CH:8]=[CH:9][CH:10]=[C:11]2[NH2:14])=[CH:6][CH:5]=1)[CH3:2]. The catalyst class is: 12.